Dataset: Forward reaction prediction with 1.9M reactions from USPTO patents (1976-2016). Task: Predict the product of the given reaction. (1) Given the reactants Br[C:2]1[S:30][C:5]2[C:6](=[O:29])[N:7]([C:10]3[CH:15]=[CH:14][C:13]([O:16][Si:17]([CH:24]([CH3:26])[CH3:25])([CH:21]([CH3:23])[CH3:22])[CH:18]([CH3:20])[CH3:19])=[C:12]([O:27][CH3:28])[CH:11]=3)[CH2:8][CH2:9][C:4]=2[CH:3]=1.CCO.[Cl:34][C:35]1[CH:40]=[CH:39][C:38](B(O)O)=[CH:37][CH:36]=1.C([O-])([O-])=O.[Na+].[Na+], predict the reaction product. The product is: [Cl:34][C:35]1[CH:40]=[CH:39][C:38]([C:2]2[S:30][C:5]3[C:6](=[O:29])[N:7]([C:10]4[CH:15]=[CH:14][C:13]([O:16][Si:17]([CH:24]([CH3:26])[CH3:25])([CH:21]([CH3:23])[CH3:22])[CH:18]([CH3:20])[CH3:19])=[C:12]([O:27][CH3:28])[CH:11]=4)[CH2:8][CH2:9][C:4]=3[CH:3]=2)=[CH:37][CH:36]=1. (2) The product is: [CH3:1][C:2]1[C:3]([N:8]([CH2:25][O:26][CH2:27][CH2:28][O:29][CH3:30])[S:9]([C:12]2[S:13][CH:14]=[CH:15][C:16]=2[C:17]2[CH:22]=[CH:21][C:20]([S:41]([CH3:40])(=[O:43])=[O:42])=[CH:23][C:18]=2[CH3:19])(=[O:10])=[O:11])=[N:4][O:5][C:6]=1[CH3:7]. Given the reactants [CH3:1][C:2]1[C:3]([N:8]([CH2:25][O:26][CH2:27][CH2:28][O:29][CH3:30])[S:9]([C:12]2[S:13][CH:14]=[CH:15][C:16]=2[C:17]2[CH:22]=[CH:21][C:20]([CH2:23]O)=[CH:19][CH:18]=2)(=[O:11])=[O:10])=[N:4][O:5][C:6]=1[CH3:7].C(N(C(C)C)C(C)C)C.[CH3:40][S:41](Cl)(=[O:43])=[O:42], predict the reaction product. (3) The product is: [F:10][C:11]1[CH:16]=[C:15]([F:17])[CH:14]=[CH:13][C:12]=1[CH2:18][NH:19][C:20]([C:22]1[C:23](=[O:49])[C:24]([OH:41])=[C:25]2[C:38](=[O:39])[N:29]3[CH2:30][CH2:31][C@@H:32]4[CH2:37][CH2:36][CH2:35][CH2:34][N:33]4[C@@H:28]3[CH2:27][N:26]2[CH:40]=1)=[O:21]. Given the reactants N1CCCC[C@H]1CCN.[F:10][C:11]1[CH:16]=[C:15]([F:17])[CH:14]=[CH:13][C:12]=1[CH2:18][NH:19][C:20]([C:22]1[C:23](=[O:49])[C:24]([O:41]CC2C=CC=CC=2)=[C:25]2[C:38](=[O:39])[N:29]3[CH2:30][CH2:31][C@@H:32]4[CH2:37][CH2:36][CH2:35][CH2:34][N:33]4[C@@H:28]3[CH2:27][N:26]2[CH:40]=1)=[O:21], predict the reaction product. (4) Given the reactants [CH3:1][O:2][CH:3]([O:16][CH3:17])[C:4]1[C:13]([CH2:14][OH:15])=[CH:12][C:11]2[CH2:10][CH2:9][CH2:8][NH:7][C:6]=2[N:5]=1.[H-].[Na+].O.[CH2:21]1COCC1, predict the reaction product. The product is: [CH3:17][O:16][CH:3]([O:2][CH3:1])[C:4]1[N:5]=[C:6]2[C:11]([CH2:10][CH2:9][CH2:8][NH:7]2)=[CH:12][C:13]=1[CH2:14][O:15][CH3:21]. (5) The product is: [CH3:24][O:23][C:18]1[N:17]=[C:16]2[C:12]([C:10]3[N:9]([S:26]([C:29]4[CH:30]=[CH:31][C:32]([CH3:35])=[CH:33][CH:34]=4)(=[O:27])=[O:28])[C:5]4=[N:6][CH:7]=[CH:8][C:3]([CH2:2][O:42][C:36]5[CH:41]=[CH:40][CH:39]=[CH:38][CH:37]=5)=[C:4]4[CH:11]=3)=[CH:13][N:14]([CH3:25])[C:15]2=[CH:20][C:19]=1[O:21][CH3:22]. Given the reactants Cl[CH2:2][C:3]1[CH:8]=[CH:7][N:6]=[C:5]2[N:9]([S:26]([C:29]3[CH:34]=[CH:33][C:32]([CH3:35])=[CH:31][CH:30]=3)(=[O:28])=[O:27])[C:10]([C:12]3[C:16]4=[N:17][C:18]([O:23][CH3:24])=[C:19]([O:21][CH3:22])[CH:20]=[C:15]4[N:14]([CH3:25])[CH:13]=3)=[CH:11][C:4]=12.[C:36]1([OH:42])[CH:41]=[CH:40][CH:39]=[CH:38][CH:37]=1.C(=O)([O-])[O-].[K+].[K+], predict the reaction product. (6) Given the reactants Cl[C:2]1[N:12]=[C:11]([NH:13][C:14]2[CH:19]=[CH:18][C:17]([N:20]3[CH2:25][CH2:24][N:23]([C:26]([O:28][C:29]([CH3:32])([CH3:31])[CH3:30])=[O:27])[CH2:22][CH2:21]3)=[CH:16][C:15]=2[O:33][CH3:34])[C:5]2[C:6](=[O:10])[NH:7][N:8]=[CH:9][C:4]=2[CH:3]=1.[F:35][C:36]1[CH:41]=[CH:40][CH:39]=[CH:38][C:37]=1[OH:42].CN(C)[C@@H](CCC(O)=O)C(O)=O, predict the reaction product. The product is: [F:35][C:36]1[CH:41]=[CH:40][CH:39]=[CH:38][C:37]=1[O:42][C:2]1[N:12]=[C:11]([NH:13][C:14]2[CH:19]=[CH:18][C:17]([N:20]3[CH2:25][CH2:24][N:23]([C:26]([O:28][C:29]([CH3:32])([CH3:31])[CH3:30])=[O:27])[CH2:22][CH2:21]3)=[CH:16][C:15]=2[O:33][CH3:34])[C:5]2[C:6](=[O:10])[NH:7][N:8]=[CH:9][C:4]=2[CH:3]=1. (7) Given the reactants [NH2:1][N:2]1[N:11]=[C:10]([C:12]2[CH:13]=[N:14][C:15]([Cl:18])=[CH:16][CH:17]=2)[C:9]2[C:4](=[CH:5][CH:6]=[CH:7][CH:8]=2)[C:3]1=[O:19].[CH3:20][C:21]([C:27]1[CH:32]=[CH:31][CH:30]=[CH:29][CH:28]=1)([CH3:26])[CH2:22][C:23](O)=[O:24], predict the reaction product. The product is: [Cl:18][C:15]1[N:14]=[CH:13][C:12]([C:10]2[C:9]3[C:4](=[CH:5][CH:6]=[CH:7][CH:8]=3)[C:3](=[O:19])[N:2]([NH:1][C:23](=[O:24])[CH2:22][C:21]([CH3:20])([C:27]3[CH:32]=[CH:31][CH:30]=[CH:29][CH:28]=3)[CH3:26])[N:11]=2)=[CH:17][CH:16]=1.